The task is: Predict the product of the given reaction.. This data is from Forward reaction prediction with 1.9M reactions from USPTO patents (1976-2016). Given the reactants [CH:1]([C:4]1[N:9]=[C:8](O)[CH:7]=[C:6]([CH3:11])[N:5]=1)([CH3:3])[CH3:2].P(Cl)(Cl)([Cl:14])=O.[OH-].[Na+], predict the reaction product. The product is: [Cl:14][C:8]1[CH:7]=[C:6]([CH3:11])[N:5]=[C:4]([CH:1]([CH3:3])[CH3:2])[N:9]=1.